The task is: Predict the reactants needed to synthesize the given product.. This data is from Full USPTO retrosynthesis dataset with 1.9M reactions from patents (1976-2016). (1) Given the product [CH2:1]([O:3][C:4]1[C:13]2[C:8](=[CH:9][CH:10]=[C:11](/[CH:14]=[C:15]3/[C:16](=[O:21])[N:17]=[C:18]([S:20][CH3:26])[S:19]/3)[CH:12]=2)[N:7]=[CH:6][C:5]=1[C:22]#[N:23])[CH3:2], predict the reactants needed to synthesize it. The reactants are: [CH2:1]([O:3][C:4]1[C:13]2[C:8](=[CH:9][CH:10]=[C:11](/[CH:14]=[C:15]3/[C:16](=[O:21])[NH:17][C:18](=[S:20])[S:19]/3)[CH:12]=2)[N:7]=[CH:6][C:5]=1[C:22]#[N:23])[CH3:2].IC.[CH:26](N(C(C)C)CC)(C)C.CCCCCC. (2) Given the product [NH2:1][CH:4]1[CH2:9][CH2:8][C:7]([C:10]2[N:15]=[C:14]([C:16]3[O:20][C:19]([C:21]4[CH:22]=[CH:23][C:24]([CH2:27][N:28]([CH3:36])[C:29](=[O:35])[O:30][C:31]([CH3:32])([CH3:33])[CH3:34])=[CH:25][CH:26]=4)=[N:18][N:17]=3)[C:13]([NH:37][C:38]([O:40][C:41]([CH3:44])([CH3:43])[CH3:42])=[O:39])=[N:12][CH:11]=2)=[CH:6][CH2:5]1, predict the reactants needed to synthesize it. The reactants are: [N:1]([CH:4]1[CH2:9][CH2:8][C:7]([C:10]2[N:15]=[C:14]([C:16]3[O:20][C:19]([C:21]4[CH:26]=[CH:25][C:24]([CH2:27][N:28]([CH3:36])[C:29](=[O:35])[O:30][C:31]([CH3:34])([CH3:33])[CH3:32])=[CH:23][CH:22]=4)=[N:18][N:17]=3)[C:13]([NH:37][C:38]([O:40][C:41]([CH3:44])([CH3:43])[CH3:42])=[O:39])=[N:12][CH:11]=2)=[CH:6][CH2:5]1)=[N+]=[N-].C1(P(C2C=CC=CC=2)C2C=CC=CC=2)C=CC=CC=1.O. (3) Given the product [CH3:1][C:2]1([CH3:25])[C:6]([C:7]2[C:8]([OH:18])=[CH:9][C:10]([F:17])=[C:11]([CH:16]=2)[C:12]([O:14][CH3:15])=[O:13])=[CH:5][CH2:4][CH2:3]1, predict the reactants needed to synthesize it. The reactants are: [CH3:1][C:2]1([CH3:25])[C:6]([C:7]2[C:8]([O:18]C3CCCCO3)=[CH:9][C:10]([F:17])=[C:11]([CH:16]=2)[C:12]([O:14][CH3:15])=[O:13])=[CH:5][CH2:4][CH2:3]1.CC1C=CC(S([O-])(=O)=O)=CC=1.C1C=C[NH+]=CC=1.